This data is from Full USPTO retrosynthesis dataset with 1.9M reactions from patents (1976-2016). The task is: Predict the reactants needed to synthesize the given product. Given the product [F:14][C:15]1[CH:16]=[C:17]([NH:18][C:11]([C:6]2[NH:7][C:8]3[C:4]([CH:5]=2)=[CH:3][C:2]([Br:1])=[CH:10][CH:9]=3)=[O:13])[CH:19]=[CH:20][CH:21]=1, predict the reactants needed to synthesize it. The reactants are: [Br:1][C:2]1[CH:3]=[C:4]2[C:8](=[CH:9][CH:10]=1)[NH:7][C:6]([C:11]([OH:13])=O)=[CH:5]2.[F:14][C:15]1[CH:16]=[C:17]([CH:19]=[CH:20][CH:21]=1)[NH2:18].